Dataset: Forward reaction prediction with 1.9M reactions from USPTO patents (1976-2016). Task: Predict the product of the given reaction. (1) Given the reactants [CH3:1][Mg]Br.[Br:4][C:5]1[CH:6]=[C:7]([CH:10]=[C:11]([N+:13]([O-:15])=[O:14])[CH:12]=1)[CH:8]=[O:9], predict the reaction product. The product is: [Br:4][C:5]1[CH:6]=[C:7]([CH:8]([OH:9])[CH3:1])[CH:10]=[C:11]([N+:13]([O-:15])=[O:14])[CH:12]=1. (2) Given the reactants [C:1](N1C=CN=C1)(N1C=CN=C1)=[S:2].[C:13]([O:17][C:18](=[O:33])[N:19]([CH2:22][CH2:23][CH2:24][O:25][C:26]1[CH:31]=[CH:30][C:29]([NH2:32])=[CH:28][CH:27]=1)[CH2:20][CH3:21])([CH3:16])([CH3:15])[CH3:14], predict the reaction product. The product is: [C:13]([O:17][C:18](=[O:33])[N:19]([CH2:20][CH3:21])[CH2:22][CH2:23][CH2:24][O:25][C:26]1[CH:27]=[CH:28][C:29]([N:32]=[C:1]=[S:2])=[CH:30][CH:31]=1)([CH3:14])([CH3:15])[CH3:16]. (3) Given the reactants [CH3:1][O:2][C:3]1[CH:8]=[CH:7][C:6]([C:9]([C:36]2[CH:41]=[CH:40][C:39]([O:42][CH3:43])=[CH:38][CH:37]=2)([C:30]2[CH:35]=[CH:34][CH:33]=[CH:32][CH:31]=2)[NH:10][C:11]2[O:12][C@H:13]([C:26]([F:29])([F:28])[F:27])[CH2:14][C@:15]([C:18]3[CH:23]=[C:22](Br)[CH:21]=[CH:20][C:19]=3[F:25])([CH3:17])[N:16]=2)=[CH:5][CH:4]=1.CC1(C)C(C)(C)OB([C:52]2[CH:53]=[N:54][CH:55]=[C:56]([CH:59]=2)[C:57]#[N:58])O1, predict the reaction product. The product is: [CH3:1][O:2][C:3]1[CH:8]=[CH:7][C:6]([C:9]([C:36]2[CH:41]=[CH:40][C:39]([O:42][CH3:43])=[CH:38][CH:37]=2)([NH:10][C:11]2[O:12][C@H:13]([C:26]([F:29])([F:28])[F:27])[CH2:14][C@:15]([C:18]3[CH:23]=[C:22]([C:52]4[CH:53]=[N:54][CH:55]=[C:56]([CH:59]=4)[C:57]#[N:58])[CH:21]=[CH:20][C:19]=3[F:25])([CH3:17])[N:16]=2)[C:30]2[CH:35]=[CH:34][CH:33]=[CH:32][CH:31]=2)=[CH:5][CH:4]=1. (4) The product is: [CH3:2][N:3]1[CH:7]=[C:6]([C:8]2[CH:13]=[CH:12][C:11]([C:14]3[C:23]4[C:18](=[CH:19][CH:20]=[C:21]([C:24]([N:54]5[CH2:55][CH2:56][N:51]([C:57]([O:59][C:60]([CH3:63])([CH3:62])[CH3:61])=[O:58])[CH2:52][CH2:53]5)=[O:25])[CH:22]=4)[CH:17]=[N:16][CH:15]=3)=[CH:10][CH:9]=2)[CH:5]=[N:4]1. Given the reactants Cl.[CH3:2][N:3]1[CH:7]=[C:6]([C:8]2[CH:13]=[CH:12][C:11]([C:14]3[C:23]4[C:18](=[CH:19][CH:20]=[C:21]([C:24](O)=[O:25])[CH:22]=4)[CH:17]=[N:16][CH:15]=3)=[CH:10][CH:9]=2)[CH:5]=[N:4]1.CN(C(ON1N=NC2C=CC=NC1=2)=[N+](C)C)C.F[P-](F)(F)(F)(F)F.[N:51]1([C:57]([O:59][C:60]([CH3:63])([CH3:62])[CH3:61])=[O:58])[CH2:56][CH2:55][NH:54][CH2:53][CH2:52]1.CCN(C(C)C)C(C)C, predict the reaction product. (5) Given the reactants [C:1](OC[C@@H](O[C:2]([CH3:4])([CH3:3])[CH3:1])C1C(C2C=CC(Cl)=CC=2)=C2C(=CC=1Cl)N=C(C)C=C2)(=O)[C:2](C)([CH3:4])[CH3:3].[C:34]([O:40][CH2:41][C@H:42]([C:44]1[C:45]([Br:56])=[C:46]2[C:51](=[CH:52][C:53]=1[CH3:54])[N:50]=[C:49]([CH3:55])[CH:48]=[CH:47]2)[OH:43])(=[O:39])[C:35]([CH3:38])([CH3:37])[CH3:36], predict the reaction product. The product is: [C:34]([O:40][CH2:41][C@H:42]([C:44]1[C:45]([Br:56])=[C:46]2[C:51](=[CH:52][C:53]=1[CH3:54])[N:50]=[C:49]([CH3:55])[CH:48]=[CH:47]2)[O:43][C:2]([CH3:4])([CH3:3])[CH3:1])(=[O:39])[C:35]([CH3:38])([CH3:37])[CH3:36]. (6) Given the reactants [CH2:1]([Zn]CC)C.FC(F)(F)C(O)=O.ICI.[Si:16]([O:23][C@H:24]1[CH2:33][C:32]([CH3:35])([CH3:34])[CH2:31][C:30]2[N:29]=[C:28]([C:36]([CH3:38])=[CH2:37])[C:27]3[C@@H:39]([C:47]4[CH:52]=[CH:51][C:50]([C:53]([F:56])([F:55])[F:54])=[CH:49][CH:48]=4)[O:40][C:41]4([CH2:46][CH2:45][O:44][CH2:43][CH2:42]4)[C:26]=3[C:25]1=2)([C:19]([CH3:22])([CH3:21])[CH3:20])([CH3:18])[CH3:17], predict the reaction product. The product is: [Si:16]([O:23][C@H:24]1[CH2:33][C:32]([CH3:35])([CH3:34])[CH2:31][C:30]2[N:29]=[C:28]([C:36]3([CH3:1])[CH2:38][CH2:37]3)[C:27]3[C@@H:39]([C:47]4[CH:52]=[CH:51][C:50]([C:53]([F:56])([F:54])[F:55])=[CH:49][CH:48]=4)[O:40][C:41]4([CH2:46][CH2:45][O:44][CH2:43][CH2:42]4)[C:26]=3[C:25]1=2)([C:19]([CH3:20])([CH3:21])[CH3:22])([CH3:18])[CH3:17]. (7) Given the reactants I[C:2]1[CH:11]=[C:10]2[C:5]([CH:6]=[C:7]([C:18]3[CH:19]=[CH:20][C:21]4[O:26][CH2:25][C:24](=[O:27])[NH:23][C:22]=4[CH:28]=3)[CH:8]([C:12]3[CH:17]=[CH:16][CH:15]=[CH:14][CH:13]=3)[S:9]2)=[CH:4][CH:3]=1.[B:29]1([B:29]2[O:33][C:32]([CH3:35])([CH3:34])[C:31]([CH3:37])([CH3:36])[O:30]2)[O:33][C:32]([CH3:35])([CH3:34])[C:31]([CH3:37])([CH3:36])[O:30]1.C([O-])(=O)C.[K+].CN(C=O)C, predict the reaction product. The product is: [C:12]1([CH:8]2[C:7]([C:18]3[CH:19]=[CH:20][C:21]4[O:26][CH2:25][C:24](=[O:27])[NH:23][C:22]=4[CH:28]=3)=[CH:6][C:5]3[C:10](=[CH:11][C:2]([B:29]4[O:33][C:32]([CH3:35])([CH3:34])[C:31]([CH3:37])([CH3:36])[O:30]4)=[CH:3][CH:4]=3)[S:9]2)[CH:17]=[CH:16][CH:15]=[CH:14][CH:13]=1. (8) Given the reactants [CH3:1][C:2]([CH3:5])([O-])[CH3:3].[K+].[PH5].O1[CH2:12][CH2:11][CH2:10][CH:9]1[OH:13].[C:14]1(P(=O)(C2C=CC=CC=2)C2C=CC=CC=2)[CH:19]=CC=C[CH:15]=1.C([O:38]C)(C)(C)C.[CH3:40][CH2:41][CH2:42]CCC, predict the reaction product. The product is: [CH3:1][C:2]([CH3:5])([CH:40]([O:13][CH2:9][C:10]1[CH:11]=[CH:12][CH:19]=[CH:14][CH:15]=1)[CH:41]=[CH2:42])[CH2:3][OH:38].